From a dataset of Forward reaction prediction with 1.9M reactions from USPTO patents (1976-2016). Predict the product of the given reaction. (1) The product is: [N+:19]([C:17]1[CH:16]=[C:15]([C:22]2[S:26][C:25]([C:27]3([OH:31])[CH2:30][CH2:29][CH2:28]3)=[N:24][CH:23]=2)[CH:14]=[C:13]([NH:12][C:2]2[N:7]=[C:6]([C:8]([F:11])([F:10])[F:9])[CH:5]=[CH:4][N:3]=2)[CH:18]=1)([O-:21])=[O:20]. Given the reactants Cl[C:2]1[N:7]=[C:6]([C:8]([F:11])([F:10])[F:9])[CH:5]=[CH:4][N:3]=1.[NH2:12][C:13]1[CH:14]=[C:15]([C:22]2[S:26][C:25]([C:27]3([OH:31])[CH2:30][CH2:29][CH2:28]3)=[N:24][CH:23]=2)[CH:16]=[C:17]([N+:19]([O-:21])=[O:20])[CH:18]=1.C(=O)([O-])[O-].[Cs+].[Cs+].CC1(C)C2C(=C(P(C3C=CC=CC=3)C3C=CC=CC=3)C=CC=2)OC2C(P(C3C=CC=CC=3)C3C=CC=CC=3)=CC=CC1=2, predict the reaction product. (2) Given the reactants C([O:3][C:4](=[O:19])[C@@H:5]([O:17][CH3:18])[CH2:6][C:7]1[CH:12]=[CH:11][C:10]([C:13]#[C:14][CH2:15]Cl)=[CH:9][CH:8]=1)C.[CH3:20][CH2:21][CH2:22][CH2:23][C:24]1[CH:25]=[CH:26][C:27]([OH:30])=[CH:28][CH:29]=1, predict the reaction product. The product is: [CH2:23]([C:24]1[CH:25]=[CH:26][C:27]([O:30][CH2:15][C:14]#[C:13][C:10]2[CH:9]=[CH:8][C:7]([CH2:6][C@H:5]([O:17][CH3:18])[C:4]([OH:3])=[O:19])=[CH:12][CH:11]=2)=[CH:28][CH:29]=1)[CH2:22][CH2:21][CH3:20]. (3) Given the reactants [CH3:1][O:2][C:3]1[C:11]2[CH:10]=[C:9]([C:12]([OH:14])=O)[O:8][C:7]=2[CH:6]=[CH:5][CH:4]=1.C(N1C=CN=C1)(N1C=CN=C1)=O.[CH3:27][C:28]([NH:30][NH2:31])=[O:29].O, predict the reaction product. The product is: [CH3:1][O:2][C:3]1[C:11]2[CH:10]=[C:9]([C:12]([NH:31][NH:30][C:28](=[O:29])[CH3:27])=[O:14])[O:8][C:7]=2[CH:6]=[CH:5][CH:4]=1. (4) The product is: [C:18]1([C:27]2[CH:28]=[CH:29][CH:30]=[CH:31][CH:32]=2)[CH:23]=[CH:22][CH:21]=[CH:20][C:19]=1[C:3]1[CH:2]=[CH:14][C:13]2[C:12]3[C:7](=[CH:8][CH:9]=[C:10]([Br:15])[CH:11]=3)[C:6]([CH3:16])([CH3:17])[C:5]=2[CH:4]=1. Given the reactants Br[C:2]1[CH:3]=[CH:4][C:5]2[C:6]([CH3:17])([CH3:16])[C:7]3[C:12]([C:13]=2[CH:14]=1)=[CH:11][C:10]([Br:15])=[CH:9][CH:8]=3.[C:18]1([C:27]2[CH:32]=[CH:31][CH:30]=[CH:29][CH:28]=2)[CH:23]=[CH:22][CH:21]=[CH:20][C:19]=1B(O)O.C([O-])([O-])=O.[Na+].[Na+].CCO, predict the reaction product. (5) Given the reactants [O:1]1[CH:5]=[CH:4][CH:3]=[C:2]1[C:6]1[O:7][C:8]([CH3:29])=[C:9]([CH2:11][O:12][C:13]2[CH:28]=[CH:27][C:16]([CH2:17][O:18][C:19]3[C:24]([CH2:25]O)=[CH:23][CH:22]=[CH:21][N:20]=3)=[CH:15][CH:14]=2)[N:10]=1.[CH2:30]([N:32](CC)CC)C.CS(Cl)(=O)=O.[C-]#N.[Na+], predict the reaction product. The product is: [O:1]1[CH:5]=[CH:4][CH:3]=[C:2]1[C:6]1[O:7][C:8]([CH3:29])=[C:9]([CH2:11][O:12][C:13]2[CH:28]=[CH:27][C:16]([CH2:17][O:18][C:19]3[C:24]([CH2:25][C:30]#[N:32])=[CH:23][CH:22]=[CH:21][N:20]=3)=[CH:15][CH:14]=2)[N:10]=1. (6) Given the reactants [F:1][C:2]1[C:9]([C:10]([F:13])([F:12])[F:11])=[CH:8][CH:7]=[CH:6][C:3]=1[CH:4]=O.[C:14]([NH:17][NH2:18])([NH2:16])=[NH:15].[ClH:19], predict the reaction product. The product is: [ClH:19].[F:1][C:2]1[C:9]([C:10]([F:13])([F:12])[F:11])=[CH:8][CH:7]=[CH:6][C:3]=1[CH:4]=[N:18][NH:17][C:14]([NH2:16])=[NH:15]. (7) Given the reactants [C:1]1([CH2:7][CH2:8][O:9][CH2:10][CH2:11][CH2:12][N:13]2[CH2:22][CH2:21][C:16]3(OCC[O:17]3)[CH2:15][CH2:14]2)[CH:6]=[CH:5][CH:4]=[CH:3][CH:2]=1.Cl, predict the reaction product. The product is: [C:1]1([CH2:7][CH2:8][O:9][CH2:10][CH2:11][CH2:12][N:13]2[CH2:22][CH2:21][C:16](=[O:17])[CH2:15][CH2:14]2)[CH:6]=[CH:5][CH:4]=[CH:3][CH:2]=1.